This data is from TCR-epitope binding with 47,182 pairs between 192 epitopes and 23,139 TCRs. The task is: Binary Classification. Given a T-cell receptor sequence (or CDR3 region) and an epitope sequence, predict whether binding occurs between them. (1) The epitope is FVDGVPFVV. The TCR CDR3 sequence is CATSDFGVSGTQYF. Result: 1 (the TCR binds to the epitope). (2) The epitope is LLSAGIFGA. The TCR CDR3 sequence is CASSLGGGGAGSYNEQFF. Result: 0 (the TCR does not bind to the epitope). (3) The epitope is LLWNGPMAV. The TCR CDR3 sequence is CATSRGGAYEQYF. Result: 1 (the TCR binds to the epitope). (4) The epitope is LLQTGIHVRVSQPSL. The TCR CDR3 sequence is CASSLGLASSDTQYF. Result: 0 (the TCR does not bind to the epitope). (5) The epitope is NLWNTFTRL. The TCR CDR3 sequence is CASSSDRGLEAFF. Result: 1 (the TCR binds to the epitope). (6) The epitope is CINGVCWTV. The TCR CDR3 sequence is CASGEENTGELFF. Result: 0 (the TCR does not bind to the epitope). (7) The epitope is ALSKGVHFV. The TCR CDR3 sequence is CASSLWEGLDTGELFF. Result: 1 (the TCR binds to the epitope).